This data is from Experimentally validated miRNA-target interactions with 360,000+ pairs, plus equal number of negative samples. The task is: Binary Classification. Given a miRNA mature sequence and a target amino acid sequence, predict their likelihood of interaction. (1) The miRNA is hsa-miR-3144-5p with sequence AGGGGACCAAAGAGAUAUAUAG. The protein sequence of the target gene is MTDDESESVLSDSHEGSELELPVIQLCGLVEELSYVNSALKTETEMFEKYYAKLEPRDQRPPRLSEIKISAADYAQFRGRRRSKSRTGMDRGVGLTADQKLELVQKEVADMKDDLRHTRANAERDLQHHEAIIEEAEIRWSEVSREVHEFEKDILKAISKKKGSILATQKVMKYIEDMNRRRDNMKEKLRLKNVSLKVQRKKMLLQLRQKEEVSEALHDVDFQQLKIENAQFLETIEARNQELTQLKLSSGNTLQVLNAYKSKLHKAMEIYLNLDKEILLRKELLEKIEKETLQVEEDRA.... Result: 1 (interaction). (2) The miRNA is hsa-miR-5591-3p with sequence AUACCCAUAGCUUAGCUCCCA. The protein sequence of the target gene is MAEKRRGSPCSMLSLKAHAFSVEALIGAEKQQQLQKKRRKLGAEEAAGAVDDGGCSRGGGAGEKGSSEGDEGAALPPPAGATSGPARSGADLERGAAGGCEDGFQQGASPLASPGGSPKGSPARSLARPGTPLPSPQAPRVDLQGAELWKRFHEIGTEMIITKAGRRMFPAMRVKISGLDPHQQYYIAMDIVPVDNKRYRYVYHSSKWMVAGNADSPVPPRVYIHPDSPASGETWMRQVISFDKLKLTNNELDDQGHIILHSMHKYQPRVHVIRKDCGDDLSPIKPVPSGEGVKAFSFPE.... Result: 1 (interaction). (3) The miRNA is hsa-miR-5583-3p with sequence GAAUAUGGGUAUAUUAGUUUGG. The protein sequence of the target gene is MAAELSMGQELPTSPLAMEYVNDFDLLKFDVKKEPLGRAERPGRPCTRLQPAGSVSSTPLSTPCSSVPSSPSFSPTEPKTHLEDLYWMASNYQQMNPEALNLTPEDAVEALIGSHPVPQPLQSFDGFRSAHHHHHHHHPHPHHGYPGAGVTHDDLGQHAHPHHHHHHQASPPPSSAASPAQQLPTSHPGPGPHATAAATAAGGNGSVEDRFSDDQLVSMSVRELNRHLRGFTKDEVIRLKQKRRTLKNRGYAQSCRYKRVQQKHHLENEKTQLIQQVEQLKQEVSRLARERDAYKVKCEK.... Result: 0 (no interaction). (4) The miRNA is hsa-miR-4460 with sequence AUAGUGGUUGUGAAUUUACCUU. The protein sequence of the target gene is MMVVLLGATTLVLVAVAPWVLSAAAGGKNLKSPQKVEVDIIDDNFILRWNRSDESVGNVTFSFDYQKTGMDNWIKLSGCQNITSTKCNFSSLKLNVYEEIKLRIRAEKENTSSWYEVDSFTPFRKAQIGPPEVHLEAEDKAIVIHISPGTKDSVMWALDGLSFTYSLVIWKNSSGVEERIENIYSRHKIYKLSPETTYCLKVKAALLTSWKIGVYSPVHCIKTTVENELPPPENIEVSVQNQNYVLKWDYTYANMTFQVQWLHAFLKRNPGNHLYKWKQIPDCENVKTTQCVFPQNVFQK.... Result: 0 (no interaction). (5) The miRNA is hsa-miR-8089 with sequence CCUGGGGACAGGGGAUUGGGGCAG. The protein sequence of the target gene is MSDEVFSTTLAYTKSPKVTKRTTFQDELIRAITARSARQRSSEYSDDFDSDEIVSLGDFSDTSADENSVNKKMNDFHISDDEEKNPSKLLFLKTNKSNGNITKDEPVCAIKNEEEMAPDGCEDIVVKSFSESQNKDEEFEKDKIKMKPKPRILSIKSTSSAENNSLDTDDHFKPSPRPRSMLKKKSHMEEKDGLEDKETALSEELELHSAPSSLPTPNGIQLEAEKKAFSENLDPEDSCLTSLASSSLKQILGDSFSPGSEGNASGKDPNEEITENHNSLKSDENKENSFSADHVTTAVE.... Result: 0 (no interaction).